From a dataset of Peptide-MHC class I binding affinity with 185,985 pairs from IEDB/IMGT. Regression. Given a peptide amino acid sequence and an MHC pseudo amino acid sequence, predict their binding affinity value. This is MHC class I binding data. (1) The peptide sequence is YCPGTTVTL. The MHC is HLA-B44:02 with pseudo-sequence HLA-B44:02. The binding affinity (normalized) is 0.0847. (2) The peptide sequence is AMITYITRK. The MHC is HLA-A25:01 with pseudo-sequence HLA-A25:01. The binding affinity (normalized) is 0.0847. (3) The peptide sequence is VPKNSPGMV. The MHC is HLA-B07:02 with pseudo-sequence HLA-B07:02. The binding affinity (normalized) is 0.243. (4) The peptide sequence is FTIRDVLAY. The MHC is HLA-B35:01 with pseudo-sequence HLA-B35:01. The binding affinity (normalized) is 0.936. (5) The peptide sequence is PMAPLAPLL. The MHC is HLA-E01:01 with pseudo-sequence HLA-E01:03. The binding affinity (normalized) is 0.0847. (6) The peptide sequence is KAAYNFATM. The MHC is H-2-Kb with pseudo-sequence H-2-Kb. The binding affinity (normalized) is 0.723. (7) The peptide sequence is YHQRFVQAL. The MHC is HLA-A03:01 with pseudo-sequence HLA-A03:01. The binding affinity (normalized) is 0.0847. (8) The peptide sequence is WAIQCYTGV. The MHC is HLA-B58:01 with pseudo-sequence HLA-B58:01. The binding affinity (normalized) is 0.213. (9) The peptide sequence is TVPANGTTV. The MHC is H-2-Kb with pseudo-sequence H-2-Kb. The binding affinity (normalized) is 0. (10) The peptide sequence is EFFDTEPQL. The MHC is HLA-B07:02 with pseudo-sequence HLA-B07:02. The binding affinity (normalized) is 0.0847.